Dataset: Forward reaction prediction with 1.9M reactions from USPTO patents (1976-2016). Task: Predict the product of the given reaction. (1) Given the reactants [C:1]1([C:7]#[C:8][C:9]2[C:13]3[CH:14]=[C:15]([CH:18]=O)[CH:16]=[CH:17][C:12]=3[O:11][CH:10]=2)[CH:6]=[CH:5][CH:4]=[CH:3][CH:2]=1.[S:20]1[CH2:24][C:23](=[O:25])[NH:22][C:21]1=[O:26], predict the reaction product. The product is: [C:1]1([C:7]#[C:8][C:9]2[C:13]3[CH:14]=[C:15]([CH:18]=[C:24]4[S:20][C:21](=[O:26])[NH:22][C:23]4=[O:25])[CH:16]=[CH:17][C:12]=3[O:11][CH:10]=2)[CH:2]=[CH:3][CH:4]=[CH:5][CH:6]=1. (2) Given the reactants Cl.[CH3:2][S:3]([C:6]1[CH:11]=[CH:10][C:9]([C:12]2[CH:21]=[CH:20][C:19]3[C:14](=[CH:15][CH:16]=[C:17]([O:22]C)[CH:18]=3)[C:13]=2[O:24][C:25]2[CH:39]=[CH:38][C:28]([O:29][CH2:30][CH2:31][N:32]3[CH2:37][CH2:36][CH2:35][CH2:34][CH2:33]3)=[CH:27][CH:26]=2)=[CH:8][CH:7]=1)(=[O:5])=[O:4].B(Br)(Br)Br.C([O-])(O)=O.[Na+], predict the reaction product. The product is: [CH3:2][S:3]([C:6]1[CH:7]=[CH:8][C:9]([C:12]2[C:13]([O:24][C:25]3[CH:39]=[CH:38][C:28]([O:29][CH2:30][CH2:31][N:32]4[CH2:37][CH2:36][CH2:35][CH2:34][CH2:33]4)=[CH:27][CH:26]=3)=[C:14]3[C:19](=[CH:20][CH:21]=2)[CH:18]=[C:17]([OH:22])[CH:16]=[CH:15]3)=[CH:10][CH:11]=1)(=[O:5])=[O:4]. (3) Given the reactants [Cl:1][C:2]1[CH:3]=[N:4][CH:5]=[C:6]([Cl:20])[C:7]=1[CH2:8][C@H:9]1[CH2:13][C:12]([CH2:17][CH:18]=[CH2:19])([CH2:14]C=C)[CH2:11][NH:10]1.CO, predict the reaction product. The product is: [Cl:20][C:6]1[CH:5]=[N:4][CH:3]=[C:2]([Cl:1])[C:7]=1[CH2:8][C@H:9]1[CH2:13][C:12]2([CH2:14][CH:19]=[CH:18][CH2:17]2)[CH2:11][NH:10]1. (4) Given the reactants [F:1][C:2]1[CH:10]=[C:9]2[C:5]([C:6]([C:11]3[CH:12]=[C:13]4[C:17](=[CH:18][CH:19]=3)[N:16]([CH2:20][CH2:21][C:22]([OH:24])=O)[N:15]=[CH:14]4)=[CH:7][NH:8]2)=[CH:4][CH:3]=1.Cl.[CH3:26][S:27]([CH2:30][CH2:31][NH2:32])(=[O:29])=[O:28].CN(C(ON1N=NC2C=CC=NC1=2)=[N+](C)C)C.F[P-](F)(F)(F)(F)F.CCN(C(C)C)C(C)C, predict the reaction product. The product is: [F:1][C:2]1[CH:10]=[C:9]2[C:5]([C:6]([C:11]3[CH:12]=[C:13]4[C:17](=[CH:18][CH:19]=3)[N:16]([CH2:20][CH2:21][C:22]([NH:32][CH2:31][CH2:30][S:27]([CH3:26])(=[O:29])=[O:28])=[O:24])[N:15]=[CH:14]4)=[CH:7][NH:8]2)=[CH:4][CH:3]=1. (5) Given the reactants [C:1]1([CH:7]2[CH2:9][CH:8]2[NH:10][C:11]([C:13]2[CH:35]=[CH:34][C:16]([O:17][C:18]3[CH:27]=[C:26]4[C:21]([CH:22]([C:28]([O:30]C)=[O:29])[CH2:23][CH2:24][O:25]4)=[CH:20][C:19]=3[C:32]#[N:33])=[CH:15][CH:14]=2)=[O:12])[CH:6]=[CH:5][CH:4]=[CH:3][CH:2]=1.O, predict the reaction product. The product is: [C:1]1([CH:7]2[CH2:9][CH:8]2[NH:10][C:11]([C:13]2[CH:14]=[CH:15][C:16]([O:17][C:18]3[CH:27]=[C:26]4[C:21]([CH:22]([C:28]([OH:30])=[O:29])[CH2:23][CH2:24][O:25]4)=[CH:20][C:19]=3[C:32]#[N:33])=[CH:34][CH:35]=2)=[O:12])[CH:6]=[CH:5][CH:4]=[CH:3][CH:2]=1. (6) Given the reactants [Br:1][C:2]1[C:3](Cl)=[N:4][CH:5]=[C:6]([CH:21]=1)[C:7]([NH:9][C:10]1[CH:15]=[CH:14][C:13]([O:16][C:17]([Cl:20])([F:19])[F:18])=[CH:12][CH:11]=1)=[O:8].[NH:23]1[CH2:27][CH2:26][C@@H:25]([OH:28])[CH2:24]1.CCN(C(C)C)C(C)C, predict the reaction product. The product is: [Br:1][C:2]1[C:3]([N:23]2[CH2:27][CH2:26][C@@H:25]([OH:28])[CH2:24]2)=[N:4][CH:5]=[C:6]([CH:21]=1)[C:7]([NH:9][C:10]1[CH:15]=[CH:14][C:13]([O:16][C:17]([Cl:20])([F:19])[F:18])=[CH:12][CH:11]=1)=[O:8].